From a dataset of NCI-60 drug combinations with 297,098 pairs across 59 cell lines. Regression. Given two drug SMILES strings and cell line genomic features, predict the synergy score measuring deviation from expected non-interaction effect. (1) Drug 1: CC12CCC3C(C1CCC2=O)CC(=C)C4=CC(=O)C=CC34C. Drug 2: CC1=C(C(CCC1)(C)C)C=CC(=CC=CC(=CC(=O)O)C)C. Cell line: MOLT-4. Synergy scores: CSS=64.5, Synergy_ZIP=-0.471, Synergy_Bliss=-1.86, Synergy_Loewe=-6.63, Synergy_HSA=-2.47. (2) Drug 1: CCC1(CC2CC(C3=C(CCN(C2)C1)C4=CC=CC=C4N3)(C5=C(C=C6C(=C5)C78CCN9C7C(C=CC9)(C(C(C8N6C=O)(C(=O)OC)O)OC(=O)C)CC)OC)C(=O)OC)O.OS(=O)(=O)O. Drug 2: C(CN)CNCCSP(=O)(O)O. Cell line: SK-MEL-5. Synergy scores: CSS=27.9, Synergy_ZIP=-7.97, Synergy_Bliss=-6.70, Synergy_Loewe=-57.6, Synergy_HSA=-7.99.